Predict the reaction yield, written as a fraction of the theoretical maximum amount of product (1.0 means a 100% yield; for example, 0.34 means a 34% yield). From a dataset of Reaction yield outcomes from USPTO patents with 853,638 reactions. The reactants are Cl.[C:2](=[O:5])([O-])O.[Na+].C[CH2:8][CH2:9][CH2:10][CH2:11][CH3:12].[C:13]([O:16][CH2:17]C)(=O)C. The catalyst is C1COCC1. The product is [CH2:13]1[C:10]2([CH2:9][CH2:8][C:2](=[O:5])[CH2:12][CH2:11]2)[CH2:17][O:16]1. The yield is 0.900.